Dataset: Full USPTO retrosynthesis dataset with 1.9M reactions from patents (1976-2016). Task: Predict the reactants needed to synthesize the given product. (1) Given the product [Br:12][C:6]1[CH:7]=[C:2]([Cl:1])[CH:3]=[C:4]([N+:9]([O-:11])=[O:10])[C:5]=1[OH:8], predict the reactants needed to synthesize it. The reactants are: [Cl:1][C:2]1[CH:7]=[CH:6][C:5]([OH:8])=[C:4]([N+:9]([O-:11])=[O:10])[CH:3]=1.[Br:12]Br. (2) Given the product [OH:8][CH2:9][C@@H:10]([CH3:23])[CH2:11][N:12]1[C:17]2[CH:18]=[CH:19][CH:20]=[CH:21][C:16]=2[O:15][CH2:14][C:13]1=[O:22], predict the reactants needed to synthesize it. The reactants are: [Si]([O:8][CH2:9][C@@H:10]([CH3:23])[CH2:11][N:12]1[C:17]2[CH:18]=[CH:19][CH:20]=[CH:21][C:16]=2[O:15][CH2:14][C:13]1=[O:22])(C(C)(C)C)(C)C.CCCC[N+](CCCC)(CCCC)CCCC.[F-]. (3) Given the product [Cl:1][C:2]1[N:3]=[C:4]([N:23]2[CH2:24][CH2:25][C:20]([F:26])([F:19])[CH2:21][CH2:22]2)[C:5]2[CH2:10][CH2:9][CH:8]([C:11]3[CH:16]=[CH:15][C:14]([F:17])=[CH:13][CH:12]=3)[C:6]=2[N:7]=1, predict the reactants needed to synthesize it. The reactants are: [Cl:1][C:2]1[N:3]=[C:4](Cl)[C:5]2[CH2:10][CH2:9][CH:8]([C:11]3[CH:16]=[CH:15][C:14]([F:17])=[CH:13][CH:12]=3)[C:6]=2[N:7]=1.[F:19][C:20]1([F:26])[CH2:25][CH2:24][NH:23][CH2:22][CH2:21]1. (4) Given the product [CH:14]1([NH:17][C:4](=[O:6])[C:3]2[CH:8]=[CH:9][C:10]([O:12][CH3:13])=[CH:11][C:2]=2[OH:1])[CH2:16][CH2:15]1, predict the reactants needed to synthesize it. The reactants are: [OH:1][C:2]1[CH:11]=[C:10]([O:12][CH3:13])[CH:9]=[CH:8][C:3]=1[C:4]([O:6]C)=O.[CH:14]1([NH2:17])[CH2:16][CH2:15]1. (5) Given the product [O:27]1[C:31]2[CH:32]=[CH:33][CH:34]=[CH:35][C:30]=2[CH:29]=[C:28]1[C:36]([NH:1][C:2]1[CH:7]=[CH:6][C:5]([C:8]2[CH:9]=[CH:10][C:11]([S:14]([N:17]([CH3:26])[C@@H:18]([C:22]([O:24][CH3:25])=[O:23])[CH:19]([CH3:21])[CH3:20])(=[O:16])=[O:15])=[CH:12][CH:13]=2)=[CH:4][CH:3]=1)=[O:37], predict the reactants needed to synthesize it. The reactants are: [NH2:1][C:2]1[CH:7]=[CH:6][C:5]([C:8]2[CH:13]=[CH:12][C:11]([S:14]([N:17]([CH3:26])[C@@H:18]([C:22]([O:24][CH3:25])=[O:23])[CH:19]([CH3:21])[CH3:20])(=[O:16])=[O:15])=[CH:10][CH:9]=2)=[CH:4][CH:3]=1.[O:27]1[C:31]2[CH:32]=[CH:33][CH:34]=[CH:35][C:30]=2[CH:29]=[C:28]1[C:36](Cl)=[O:37].C(N(CC)C(C)C)(C)C. (6) Given the product [CH3:38][C:33]1[C:32]([NH:29][C:30](=[O:31])[NH:1][C:2]2[CH:7]=[CH:6][C:5]([N:8]3[CH2:13][CH2:12][N:11]([CH:14]([C:22]4[CH:23]=[CH:24][CH:25]=[CH:26][CH:27]=4)[C:15]([N:17]([CH2:18][CH3:19])[CH2:20][CH3:21])=[O:16])[CH2:10][CH2:9]3)=[C:4]([F:28])[CH:3]=2)=[C:36]([CH3:37])[O:35][N:34]=1, predict the reactants needed to synthesize it. The reactants are: [NH2:1][C:2]1[CH:7]=[CH:6][C:5]([N:8]2[CH2:13][CH2:12][N:11]([CH:14]([C:22]3[CH:27]=[CH:26][CH:25]=[CH:24][CH:23]=3)[C:15]([N:17]([CH2:20][CH3:21])[CH2:18][CH3:19])=[O:16])[CH2:10][CH2:9]2)=[C:4]([F:28])[CH:3]=1.[N:29]([C:32]1[C:33]([CH3:38])=[N:34][O:35][C:36]=1[CH3:37])=[C:30]=[O:31]. (7) Given the product [O:27]1[C:23]2([CH2:28][CH2:29][C:20](=[CH:19][C:15]3[CH:14]=[C:13]([CH:18]=[CH:17][CH:16]=3)[O:12][C:4]3[N:3]=[C:2]([C:30]#[N:31])[C:7]([C:8]([F:11])([F:10])[F:9])=[CH:6][CH:5]=3)[CH2:21][CH2:22]2)[O:24][CH2:25][CH2:26]1, predict the reactants needed to synthesize it. The reactants are: Cl[C:2]1[C:7]([C:8]([F:11])([F:10])[F:9])=[CH:6][CH:5]=[C:4]([O:12][C:13]2[CH:18]=[CH:17][CH:16]=[C:15]([CH:19]=[C:20]3[CH2:29][CH2:28][C:23]4([O:27][CH2:26][CH2:25][O:24]4)[CH2:22][CH2:21]3)[CH:14]=2)[N:3]=1.[CH3:30][N:31](C=O)C.